Task: Regression. Given two drug SMILES strings and cell line genomic features, predict the synergy score measuring deviation from expected non-interaction effect.. Dataset: NCI-60 drug combinations with 297,098 pairs across 59 cell lines (1) Drug 1: C(=O)(N)NO. Drug 2: CC12CCC3C(C1CCC2O)C(CC4=C3C=CC(=C4)O)CCCCCCCCCS(=O)CCCC(C(F)(F)F)(F)F. Cell line: UACC-257. Synergy scores: CSS=-1.41, Synergy_ZIP=0.348, Synergy_Bliss=-1.47, Synergy_Loewe=-1.92, Synergy_HSA=-2.97. (2) Drug 1: C1C(C(OC1N2C=NC3=C(N=C(N=C32)Cl)N)CO)O. Drug 2: CC12CCC3C(C1CCC2OP(=O)(O)O)CCC4=C3C=CC(=C4)OC(=O)N(CCCl)CCCl.[Na+]. Cell line: TK-10. Synergy scores: CSS=45.7, Synergy_ZIP=-1.65, Synergy_Bliss=-2.88, Synergy_Loewe=-0.174, Synergy_HSA=-2.73. (3) Drug 1: C1=CC(=CC=C1CCC2=CNC3=C2C(=O)NC(=N3)N)C(=O)NC(CCC(=O)O)C(=O)O. Drug 2: CC(CN1CC(=O)NC(=O)C1)N2CC(=O)NC(=O)C2. Cell line: PC-3. Synergy scores: CSS=35.0, Synergy_ZIP=-5.83, Synergy_Bliss=-10.2, Synergy_Loewe=-7.85, Synergy_HSA=-6.17. (4) Drug 1: C1=CC=C(C=C1)NC(=O)CCCCCCC(=O)NO. Synergy scores: CSS=26.6, Synergy_ZIP=-3.26, Synergy_Bliss=7.01, Synergy_Loewe=5.70, Synergy_HSA=5.83. Cell line: SN12C. Drug 2: C1=NC2=C(N1)C(=S)N=CN2. (5) Drug 1: CCCS(=O)(=O)NC1=C(C(=C(C=C1)F)C(=O)C2=CNC3=C2C=C(C=N3)C4=CC=C(C=C4)Cl)F. Drug 2: CCCS(=O)(=O)NC1=C(C(=C(C=C1)F)C(=O)C2=CNC3=C2C=C(C=N3)C4=CC=C(C=C4)Cl)F. Cell line: HL-60(TB). Synergy scores: CSS=-14.8, Synergy_ZIP=8.80, Synergy_Bliss=1.37, Synergy_Loewe=-15.0, Synergy_HSA=-16.1. (6) Drug 1: CC1=C(C(=CC=C1)Cl)NC(=O)C2=CN=C(S2)NC3=CC(=NC(=N3)C)N4CCN(CC4)CCO. Drug 2: C1=CC=C(C(=C1)C(C2=CC=C(C=C2)Cl)C(Cl)Cl)Cl. Cell line: RXF 393. Synergy scores: CSS=13.0, Synergy_ZIP=-2.37, Synergy_Bliss=0.376, Synergy_Loewe=-7.11, Synergy_HSA=2.44. (7) Drug 1: C1=CN(C(=O)N=C1N)C2C(C(C(O2)CO)O)O.Cl. Drug 2: CCC1(CC2CC(C3=C(CCN(C2)C1)C4=CC=CC=C4N3)(C5=C(C=C6C(=C5)C78CCN9C7C(C=CC9)(C(C(C8N6C)(C(=O)OC)O)OC(=O)C)CC)OC)C(=O)OC)O.OS(=O)(=O)O. Cell line: NCI-H226. Synergy scores: CSS=5.42, Synergy_ZIP=-1.53, Synergy_Bliss=-2.22, Synergy_Loewe=-10.2, Synergy_HSA=-9.83. (8) Cell line: NCIH23. Drug 2: CCC1(C2=C(COC1=O)C(=O)N3CC4=CC5=C(C=CC(=C5CN(C)C)O)N=C4C3=C2)O.Cl. Synergy scores: CSS=27.7, Synergy_ZIP=-0.393, Synergy_Bliss=5.88, Synergy_Loewe=2.69, Synergy_HSA=2.83. Drug 1: C1=CN(C=N1)CC(O)(P(=O)(O)O)P(=O)(O)O. (9) Drug 1: CCC1=C2CN3C(=CC4=C(C3=O)COC(=O)C4(CC)O)C2=NC5=C1C=C(C=C5)O. Drug 2: CCCCC(=O)OCC(=O)C1(CC(C2=C(C1)C(=C3C(=C2O)C(=O)C4=C(C3=O)C=CC=C4OC)O)OC5CC(C(C(O5)C)O)NC(=O)C(F)(F)F)O. Cell line: HT29. Synergy scores: CSS=26.2, Synergy_ZIP=-2.31, Synergy_Bliss=-1.73, Synergy_Loewe=-4.99, Synergy_HSA=-1.05. (10) Drug 1: CC1=C2C(C(=O)C3(C(CC4C(C3C(C(C2(C)C)(CC1OC(=O)C(C(C5=CC=CC=C5)NC(=O)OC(C)(C)C)O)O)OC(=O)C6=CC=CC=C6)(CO4)OC(=O)C)OC)C)OC. Drug 2: CC1CCC2CC(C(=CC=CC=CC(CC(C(=O)C(C(C(=CC(C(=O)CC(OC(=O)C3CCCCN3C(=O)C(=O)C1(O2)O)C(C)CC4CCC(C(C4)OC)O)C)C)O)OC)C)C)C)OC. Cell line: MDA-MB-231. Synergy scores: CSS=55.7, Synergy_ZIP=6.65, Synergy_Bliss=6.38, Synergy_Loewe=10.2, Synergy_HSA=13.3.